From a dataset of Catalyst prediction with 721,799 reactions and 888 catalyst types from USPTO. Predict which catalyst facilitates the given reaction. (1) Reactant: [C:1]1([C:7]2[CH:19]=[CH:18][C:17]([C:20]([NH2:22])=[O:21])=[C:16]3[C:8]=2[C:9]2[CH2:10][CH2:11][CH:12]([C:23]([NH:25][CH:26]4[CH2:31][CH2:30][O:29][CH2:28][CH2:27]4)=[O:24])[CH2:13][C:14]=2[NH:15]3)[CH2:6][CH2:5][CH2:4][CH2:3][CH:2]=1. Product: [CH:1]1([C:7]2[CH:19]=[CH:18][C:17]([C:20]([NH2:22])=[O:21])=[C:16]3[C:8]=2[C:9]2[CH2:10][CH2:11][CH:12]([C:23]([NH:25][CH:26]4[CH2:27][CH2:28][O:29][CH2:30][CH2:31]4)=[O:24])[CH2:13][C:14]=2[NH:15]3)[CH2:2][CH2:3][CH2:4][CH2:5][CH2:6]1. The catalyst class is: 19. (2) Product: [N:25]1([C:21]2[CH:20]=[C:19]([CH:24]=[CH:23][CH:22]=2)[CH2:18][O:17][C:16]2[CH:38]=[CH:39][C:13]([C@@H:11]3[CH2:12][C@H:10]3[NH:9][CH:40]3[CH2:41][CH2:42][CH:43]([NH2:46])[CH2:44][CH2:45]3)=[CH:14][CH:15]=2)[CH2:30][CH2:29][NH:28][CH2:27][CH2:26]1. The catalyst class is: 12. Reactant: Cl.C(OC([N:9]([CH:40]1[CH2:45][CH2:44][CH:43]([NH:46]C(OC(C)(C)C)=O)[CH2:42][CH2:41]1)[C@@H:10]1[CH2:12][C@H:11]1[C:13]1[CH:39]=[CH:38][C:16]([O:17][CH2:18][C:19]2[CH:20]=[C:21]([N:25]3[CH2:30][CH2:29][N:28](C(OC(C)(C)C)=O)[CH2:27][CH2:26]3)[CH:22]=[CH:23][CH:24]=2)=[CH:15][CH:14]=1)=O)(C)(C)C. (3) Reactant: [F:1][C:2]([F:13])([F:12])[C:3]1[CH:8]=[CH:7][C:6]([CH2:9][C:10]#[N:11])=[CH:5][CH:4]=1. The catalyst class is: 834. Product: [F:1][C:2]([F:12])([F:13])[C:3]1[CH:4]=[CH:5][C:6]([CH2:9][CH2:10][NH2:11])=[CH:7][CH:8]=1. (4) Reactant: CO[C:3]1[CH:8]=[CH:7][C:6]([NH:9][C:10]2[CH:15]=[CH:14][C:13](OC)=[CH:12][CH:11]=2)=[CH:5][CH:4]=1.I[C:19]1[CH:24]=[CH:23][C:22]([CH3:25])=[CH:21][CH:20]=1.C(O[Na])(C)(C)C.C1(P(C2C=CC=CC=2)C2C=CC=CC=2)C=CC=CC=1. Product: [C:22]1([CH3:25])[CH:23]=[CH:24][C:19]([N:9]([C:10]2[CH:11]=[CH:12][CH:13]=[CH:14][CH:15]=2)[C:6]2[CH:7]=[CH:8][CH:3]=[CH:4][CH:5]=2)=[CH:20][CH:21]=1. The catalyst class is: 113.